This data is from Full USPTO retrosynthesis dataset with 1.9M reactions from patents (1976-2016). The task is: Predict the reactants needed to synthesize the given product. (1) Given the product [Br:16][C:17]1[CH:22]=[CH:21][CH:20]=[CH:19][C:18]=1[C:2]1[C-:3]([N:7]([CH3:9])[CH3:8])[CH:4]=[CH:5][CH:6]=1.[CH-:10]1[CH:14]=[CH:13][CH:12]=[CH:11]1.[Fe+2:15], predict the reactants needed to synthesize it. The reactants are: I[C:2]1[C-:3]([N:7]([CH3:9])[CH3:8])[CH:4]=[CH:5][CH:6]=1.[CH-:10]1[CH:14]=[CH:13][CH:12]=[CH:11]1.[Fe+2:15].[Br:16][C:17]1[CH:22]=[CH:21][CH:20]=[CH:19][C:18]=1B(O)O.[OH-].[Na+]. (2) Given the product [CH2:10]([O:9][P:8]([CH2:6][CH2:7][NH:5][CH2:1][CH2:2][CH2:3][CH3:4])([O:12][CH2:13][CH3:14])=[O:15])[CH3:11], predict the reactants needed to synthesize it. The reactants are: [CH2:1]([NH2:5])[CH2:2][CH2:3][CH3:4].[CH:6]([P:8](=[O:15])([O:12][CH2:13][CH3:14])[O:9][CH2:10][CH3:11])=[CH2:7]. (3) Given the product [CH3:1][CH:2]1[N:7]([C:8]2[CH:13]=[CH:12][C:11]([CH3:14])=[CH:10][CH:9]=2)[CH2:6][CH2:5][N:4]([CH2:16][C:17]([NH:19][C:20]2[C:25]([CH3:26])=[CH:24][CH:23]=[CH:22][C:21]=2[CH3:27])=[O:18])[CH2:3]1, predict the reactants needed to synthesize it. The reactants are: [CH3:1][CH:2]1[N:7]([C:8]2[CH:13]=[CH:12][C:11]([CH3:14])=[CH:10][CH:9]=2)[CH2:6][CH2:5][NH:4][CH2:3]1.Cl[CH2:16][C:17]([NH:19][C:20]1[C:25]([CH3:26])=[CH:24][CH:23]=[CH:22][C:21]=1[CH3:27])=[O:18]. (4) Given the product [I:13][C:2]1[CH:7]=[C:6]([C:8]2[S:9][CH:10]=[CH:11][CH:12]=2)[CH:5]=[CH:4][N:3]=1, predict the reactants needed to synthesize it. The reactants are: Cl[C:2]1[CH:7]=[C:6]([C:8]2[S:9][CH:10]=[CH:11][CH:12]=2)[CH:5]=[CH:4][N:3]=1.[I-:13].[Na+].C(Cl)(=O)C. (5) Given the product [Cl:30][C:23]1[CH:22]=[C:21]([C:18]2[CH:19]=[CH:20][N:16]([CH2:15][C@@H:14]([NH:13][C:10]([C:7]3[CH:6]=[C:5]([C:2]([OH:1])([CH3:3])[CH3:4])[O:9][N:8]=3)=[O:12])[CH3:31])[N:17]=2)[CH:28]=[C:27]([F:29])[C:24]=1[C:25]#[N:26], predict the reactants needed to synthesize it. The reactants are: [OH:1][C:2]([C:5]1[O:9][N:8]=[C:7]([C:10]([OH:12])=O)[CH:6]=1)([CH3:4])[CH3:3].[NH2:13][C@@H:14]([CH3:31])[CH2:15][N:16]1[CH:20]=[CH:19][C:18]([C:21]2[CH:28]=[C:27]([F:29])[C:24]([C:25]#[N:26])=[C:23]([Cl:30])[CH:22]=2)=[N:17]1. (6) Given the product [C:4]1([CH2:3][O:10][C:11]2[CH:12]=[C:13]3[C:17](=[CH:18][CH:19]=2)[N:16]([CH2:9][C:4]2[CH:3]=[C:22]([CH:7]=[CH:6][CH:5]=2)[C:21]([O:24][CH3:25])=[O:23])[CH:15]=[CH:14]3)[CH:5]=[CH:6][CH:7]=[CH:8][CH:9]=1, predict the reactants needed to synthesize it. The reactants are: [H-].[Na+].[CH2:3]([O:10][C:11]1[CH:12]=[C:13]2[C:17](=[CH:18][CH:19]=1)[NH:16][CH:15]=[CH:14]2)[C:4]1[CH:9]=[CH:8][CH:7]=[CH:6][CH:5]=1.O.[C:21]([O:24][CH2:25]C)(=[O:23])[CH3:22].